Dataset: Peptide-MHC class I binding affinity with 185,985 pairs from IEDB/IMGT. Task: Regression. Given a peptide amino acid sequence and an MHC pseudo amino acid sequence, predict their binding affinity value. This is MHC class I binding data. (1) The peptide sequence is IFMRDWNSKY. The MHC is HLA-A11:01 with pseudo-sequence HLA-A11:01. The binding affinity (normalized) is 0.0824. (2) The peptide sequence is CAGGYYDVY. The MHC is HLA-A03:01 with pseudo-sequence HLA-A03:01. The binding affinity (normalized) is 0.167. (3) The peptide sequence is FLQRTDLSY. The MHC is HLA-B40:01 with pseudo-sequence HLA-B40:01. The binding affinity (normalized) is 0.213. (4) The peptide sequence is TPETLGHEI. The MHC is HLA-B53:01 with pseudo-sequence HLA-B53:01. The binding affinity (normalized) is 0.227.